Task: Predict the reaction yield, written as a fraction of the theoretical maximum amount of product (1.0 means a 100% yield; for example, 0.34 means a 34% yield).. Dataset: Reaction yield outcomes from USPTO patents with 853,638 reactions (1) The reactants are [C:1]([C:3]1[CH:8]=[CH:7][CH:6]=[CH:5][C:4]=1[C:9]1[CH:14]=[CH:13][C:12]([CH2:15][CH:16]([C:22](=O)[CH2:23][CH2:24][CH3:25])[C:17](OCC)=[O:18])=[CH:11][C:10]=1[CH3:27])#[N:2].[O:28]1[C:32]2([CH2:37][CH2:36][CH:35]([NH:38][C:39]3[NH:43][N:42]=[C:41]([CH3:44])[N:40]=3)[CH2:34][CH2:33]2)[O:31][CH2:30][CH2:29]1.N12CCCN=C1CCCCC2.C(N(CC)C1C=CC=CC=1)C. The catalyst is Cl. The product is [O:28]1[C:32]2([CH2:33][CH2:34][CH:35]([N:38]3[C:17](=[O:18])[C:16]([CH2:15][C:12]4[CH:13]=[CH:14][C:9]([C:4]5[C:3]([C:1]#[N:2])=[CH:8][CH:7]=[CH:6][CH:5]=5)=[C:10]([CH3:27])[CH:11]=4)=[C:22]([CH2:23][CH2:24][CH3:25])[N:43]4[N:42]=[C:41]([CH3:44])[N:40]=[C:39]34)[CH2:36][CH2:37]2)[O:31][CH2:30][CH2:29]1. The yield is 0.530. (2) The reactants are [Br:1][C:2]1[CH:7]=[CH:6][C:5]([CH:8]2[S:14][CH2:13][CH:12]([C:15]([O:17]CC)=O)[NH:11][C:10]3[N:20]([CH3:29])[N:21]=[C:22]([C:23]4[CH:28]=[CH:27][CH:26]=[CH:25][N:24]=4)[C:9]2=3)=[C:4]([CH3:30])[CH:3]=1.[OH-].[Na+].[N:33]1(C(N2C=CN=C2)=O)C=CN=C1. The catalyst is O1CCOCC1.CN(C1C=CN=CC=1)C. The product is [Br:1][C:2]1[CH:7]=[CH:6][C:5]([CH:8]2[S:14][CH2:13][CH:12]([C:15]([NH2:33])=[O:17])[NH:11][C:10]3[N:20]([CH3:29])[N:21]=[C:22]([C:23]4[CH:28]=[CH:27][CH:26]=[CH:25][N:24]=4)[C:9]2=3)=[C:4]([CH3:30])[CH:3]=1. The yield is 0.500. (3) The reactants are Cl.[NH2:2][C:3]1[C:4]([F:13])=[C:5]([CH:10]=[CH:11][CH:12]=1)[C:6]([O:8][CH3:9])=[O:7].N1C=CC=CC=1.[C:20](Cl)(=[O:27])[C:21]1[CH:26]=[CH:25][CH:24]=[CH:23][CH:22]=1. The catalyst is C(Cl)Cl. The product is [C:20]([NH:2][C:3]1[C:4]([F:13])=[C:5]([CH:10]=[CH:11][CH:12]=1)[C:6]([O:8][CH3:9])=[O:7])(=[O:27])[C:21]1[CH:26]=[CH:25][CH:24]=[CH:23][CH:22]=1. The yield is 0.850. (4) The reactants are [Br:1][C:2]1[S:6][C:5]([S:7]([Cl:10])(=[O:9])=[O:8])=[CH:4][CH:3]=1.[CH2:11]([N:13]1[C:17]([CH:18]2[CH2:23][CH2:22][N:21]([CH2:24][CH2:25][CH:26]([NH2:33])[C:27]3[CH:32]=[CH:31][CH:30]=[CH:29][CH:28]=3)[CH2:20][CH2:19]2)=[CH:16][C:15]([CH3:34])=[N:14]1)[CH3:12].CCN(CC)CC. The catalyst is C(Cl)Cl. The product is [ClH:10].[CH2:11]([N:13]1[C:17]([CH:18]2[CH2:23][CH2:22][N:21]([CH2:24][CH2:25][CH:26]([NH:33][S:7]([C:5]3[S:6][C:2]([Br:1])=[CH:3][CH:4]=3)(=[O:9])=[O:8])[C:27]3[CH:28]=[CH:29][CH:30]=[CH:31][CH:32]=3)[CH2:20][CH2:19]2)=[CH:16][C:15]([CH3:34])=[N:14]1)[CH3:12]. The yield is 0.100. (5) The reactants are [CH3:1][N:2]1[CH2:7][CH:6]([C:8](=O)[CH2:9][C@H:10]([C:18]2[CH:23]=[CH:22][C:21]([S:24]([CH3:27])(=[O:26])=[O:25])=[CH:20][CH:19]=2)[C:11]2[CH:16]=[CH:15][CH:14]=[CH:13][C:12]=2[CH3:17])[CH2:5][CH2:4][C:3]1=[O:29].Cl.[NH2:31][OH:32].C(=O)(O)[O-].[Na+].C(O)C. The catalyst is O. The product is [OH:32][N:31]=[C:8]([CH:6]1[CH2:7][N:2]([CH3:1])[C:3](=[O:29])[CH2:4][CH2:5]1)[CH2:9][C@H:10]([C:18]1[CH:19]=[CH:20][C:21]([S:24]([CH3:27])(=[O:25])=[O:26])=[CH:22][CH:23]=1)[C:11]1[CH:16]=[CH:15][CH:14]=[CH:13][C:12]=1[CH3:17]. The yield is 0.970. (6) The reactants are [N+:1]([C:4]1[N:5]([CH2:9][C:10]#[CH:11])[CH:6]=[CH:7][N:8]=1)([O-:3])=[O:2].[N:12]([CH:15]([CH2:18][F:19])[CH2:16][OH:17])=[N+:13]=[N-:14].C1COCC1.O=C1O[C@H]([C@H](CO)O)C([O-])=C1O.[Na+]. The catalyst is CC(O)(C)C.O. The product is [F:19][CH2:18][CH:15]([N:12]1[CH:11]=[C:10]([CH2:9][N:5]2[CH:6]=[CH:7][N:8]=[C:4]2[N+:1]([O-:3])=[O:2])[N:14]=[N:13]1)[CH2:16][OH:17]. The yield is 0.880.